From a dataset of Forward reaction prediction with 1.9M reactions from USPTO patents (1976-2016). Predict the product of the given reaction. (1) The product is: [CH2:25]([O:24][C:23]([NH:22][C:19]1[CH:18]=[CH:17][C:16](/[CH:14]=[CH:7]/[C:5]([O:4][CH3:3])=[O:6])=[CH:21][CH:20]=1)=[O:32])[C:26]1[CH:27]=[CH:28][CH:29]=[CH:30][CH:31]=1. Given the reactants [H-].[Na+].[CH3:3][O:4][C:5]([CH2:7]P(OC)(OC)=O)=[O:6].[CH:14]([C:16]1[CH:21]=[CH:20][C:19]([NH:22][C:23](=[O:32])[O:24][CH2:25][C:26]2[CH:31]=[CH:30][CH:29]=[CH:28][CH:27]=2)=[CH:18][CH:17]=1)=O.Cl, predict the reaction product. (2) Given the reactants [C:1]([O:5][C:6]([N:8]1[CH2:13][CH2:12][CH:11]([NH2:14])[CH2:10][CH2:9]1)=[O:7])([CH3:4])([CH3:3])[CH3:2].[CH3:15][C:16]1[NH:17][C:18]([CH3:23])=[C:19]([CH:21]=O)[N:20]=1.C(O[BH-](OC(=O)C)OC(=O)C)(=O)C.[Na+].C(=O)([O-])[O-].[K+].[K+], predict the reaction product. The product is: [CH3:15][C:16]1[NH:17][C:18]([CH3:23])=[C:19]([CH2:21][NH:14][CH:11]2[CH2:12][CH2:13][N:8]([C:6]([O:5][C:1]([CH3:4])([CH3:2])[CH3:3])=[O:7])[CH2:9][CH2:10]2)[N:20]=1. (3) The product is: [CH2:1]([O:5][C:6]1[CH:15]=[CH:14][CH:13]=[CH:12][C:7]=1[C:8]([OH:10])=[O:9])[CH:2]([CH3:4])[CH3:3]. Given the reactants [CH2:1]([O:5][C:6]1[CH:15]=[CH:14][CH:13]=[CH:12][C:7]=1[C:8]([O:10]C)=[O:9])[CH:2]([CH3:4])[CH3:3].[OH-].[Na+].C(OCC)(=O)C.Cl, predict the reaction product. (4) Given the reactants Cl[CH2:2][Si:3]([CH3:6])([CH3:5])[CH3:4].[Cl:7][SiH:8]([Cl:10])[Cl:9], predict the reaction product. The product is: [Cl:7][Si:8]([Cl:10])([Cl:9])[CH2:2][Si:3]([CH3:6])([CH3:5])[CH3:4]. (5) Given the reactants C([N-]C(C)C)(C)C.[Li+].[N:9]1([C:18]([O:20][C:21]([CH3:24])([CH3:23])[CH3:22])=[O:19])[C:17]2[C:12](=[CH:13][CH:14]=[CH:15][CH:16]=2)[CH:11]=[CH:10]1.[B:25](OC(C)C)([O:30]C(C)C)[O:26]C(C)C.CCOC(C)=O, predict the reaction product. The product is: [C:21]([O:20][C:18]([N:9]1[C:17]2[C:12](=[CH:13][CH:14]=[CH:15][CH:16]=2)[CH:11]=[C:10]1[B:25]([OH:30])[OH:26])=[O:19])([CH3:24])([CH3:23])[CH3:22]. (6) Given the reactants Br[C:2]1[S:6][C:5]([CH:7]=[O:8])=[CH:4][CH:3]=1.[N:9]1([C:15]([O:17][C:18]([CH3:21])([CH3:20])[CH3:19])=[O:16])[CH2:14][CH2:13][NH:12][CH2:11][CH2:10]1.C(N(C(C)C)CC)(C)C, predict the reaction product. The product is: [CH:7]([C:5]1[S:6][C:2]([N:12]2[CH2:11][CH2:10][N:9]([C:15]([O:17][C:18]([CH3:21])([CH3:20])[CH3:19])=[O:16])[CH2:14][CH2:13]2)=[CH:3][CH:4]=1)=[O:8]. (7) Given the reactants C(OC([N:8]1[CH2:12][CH2:11][C@H:10]([C@@H:13]([OH:18])[CH2:14][O:15][CH2:16][CH3:17])[CH2:9]1)=O)(C)(C)C.[H-].[Na+].[Cl:21][C:22]1[CH:27]=[C:26]([Cl:28])[CH:25]=[CH:24][C:23]=1F.CCO, predict the reaction product. The product is: [Cl:21][C:22]1[CH:27]=[C:26]([Cl:28])[CH:25]=[CH:24][C:23]=1[O:18][C@H:13]([C@H:10]1[CH2:11][CH2:12][NH:8][CH2:9]1)[CH2:14][O:15][CH2:16][CH3:17]. (8) Given the reactants [Br:1][C:2]1[CH:7]=[CH:6][CH:5]=[CH:4][C:3]=1[C:8]1[O:9][C:10]([C:16]([F:19])([F:18])[F:17])=[C:11]([C:13]([OH:15])=O)[N:12]=1.[CH3:20][O:21][CH2:22][CH2:23][N:24]([CH3:32])[C:25]1[CH:30]=[CH:29][C:28]([NH2:31])=[CH:27][N:26]=1, predict the reaction product. The product is: [CH3:20][O:21][CH2:22][CH2:23][N:24]([CH3:32])[C:25]1[N:26]=[CH:27][C:28]([NH:31][C:13]([C:11]2[N:12]=[C:8]([C:3]3[CH:4]=[CH:5][CH:6]=[CH:7][C:2]=3[Br:1])[O:9][C:10]=2[C:16]([F:19])([F:18])[F:17])=[O:15])=[CH:29][CH:30]=1.